From a dataset of Experimentally validated miRNA-target interactions with 360,000+ pairs, plus equal number of negative samples. Binary Classification. Given a miRNA mature sequence and a target amino acid sequence, predict their likelihood of interaction. The miRNA is hsa-miR-30c-5p with sequence UGUAAACAUCCUACACUCUCAGC. The protein sequence of the target gene is MEDLDQSPLVSSSDSPPRPQPAFKYQFVREPEDEEEEEEEEEEDEDEDLEELEVLERKPAAGLSAAPVPTAPAAGAPLMDFGNDFVPPAPRGPLPAAPPVAPERQPSWDPSPVSSTVPAPSPLSAAAVSPSKLPEDDEPPARPPPPPPASVSPQAEPVWTPPAPAPAAPPSTPAAPKRRGSSGSVDETLFALPAASEPVIRSSAENMDLKEQPGNTISAGQEDFPSVLLETAASLPSLSPLSAASFKEHEYLGNLSTVLPTEGTLQENVSEASKEVSEKAKTLLIDRDLTEFSELEYSEM.... Result: 1 (interaction).